Dataset: Catalyst prediction with 721,799 reactions and 888 catalyst types from USPTO. Task: Predict which catalyst facilitates the given reaction. (1) The catalyst class is: 84. Reactant: [NH2:1][CH2:2][C:3]1[C:10]([CH3:11])=[CH:9][C:6]([CH2:7][OH:8])=[CH:5][C:4]=1[CH3:12].C(=O)([O-])[O-].[K+].[K+].[C:19](Cl)(=[O:21])[CH3:20]. Product: [OH:8][CH2:7][C:6]1[CH:9]=[C:10]([CH3:11])[C:3]([CH2:2][NH:1][C:19](=[O:21])[CH3:20])=[C:4]([CH3:12])[CH:5]=1. (2) Reactant: [CH2:1]1[C:11]2=[C:12]3[C:7](=[CH:8][CH:9]=[CH:10]2)[C:6]([C:13]2[C:18]([CH:19]([CH2:24][CH2:25][CH3:26])[C:20]([O:22]C)=[O:21])=[C:17]([CH3:27])[N:16]=[C:15]([N:28]4[CH2:33][CH2:32][CH2:31][CH2:30][CH2:29]4)[N:14]=2)=[CH:5][CH:4]=[C:3]3[CH2:2]1.[OH-].[Na+]. Product: [CH2:1]1[C:11]2=[C:12]3[C:7](=[CH:8][CH:9]=[CH:10]2)[C:6]([C:13]2[C:18]([CH:19]([CH2:24][CH2:25][CH3:26])[C:20]([OH:22])=[O:21])=[C:17]([CH3:27])[N:16]=[C:15]([N:28]4[CH2:29][CH2:30][CH2:31][CH2:32][CH2:33]4)[N:14]=2)=[CH:5][CH:4]=[C:3]3[CH2:2]1. The catalyst class is: 5. (3) Reactant: [F:1][C:2]1[CH:6]=[N:5][N:4]([CH3:7])[C:3]=1[C:8]1[CH:9]=[C:10]([NH2:16])[CH:11]=[CH:12][C:13]=1[O:14][CH3:15].[F:17][C:18]1[CH:23]=[CH:22][C:21]([N:24]=[C:25]=[O:26])=[CH:20][CH:19]=1. Product: [F:1][C:2]1[CH:6]=[N:5][N:4]([CH3:7])[C:3]=1[C:8]1[CH:9]=[C:10]([NH:16][C:25]([NH:24][C:21]2[CH:22]=[CH:23][C:18]([F:17])=[CH:19][CH:20]=2)=[O:26])[CH:11]=[CH:12][C:13]=1[O:14][CH3:15]. The catalyst class is: 2. (4) Reactant: [CH:1]1([NH:4][CH3:5])[CH2:3][CH2:2]1.[Br:6][C:7]1[CH:12]=[CH:11][CH:10]=[CH:9][C:8]=1[S:13](Cl)(=[O:15])=[O:14]. Product: [Br:6][C:7]1[CH:12]=[CH:11][CH:10]=[CH:9][C:8]=1[S:13]([N:4]([CH:1]1[CH2:3][CH2:2]1)[CH3:5])(=[O:15])=[O:14]. The catalyst class is: 2. (5) The catalyst class is: 1. Reactant: C(NC(C)C)(C)C.C([Li])CCC.[CH3:13][C:14]1([CH3:28])[C:23]2[C:18](=[CH:19][CH:20]=[C:21]([CH2:24][C:25]([OH:27])=[O:26])[CH:22]=2)[S:17][CH2:16][CH2:15]1.[CH2:29](I)[CH2:30][CH2:31][CH2:32][CH3:33]. Product: [CH3:13][C:14]1([CH3:28])[C:23]2[C:18](=[CH:19][CH:20]=[C:21]([CH:24]([CH2:29][CH2:30][CH2:31][CH2:32][CH3:33])[C:25]([OH:27])=[O:26])[CH:22]=2)[S:17][CH2:16][CH2:15]1.